From a dataset of Reaction yield outcomes from USPTO patents with 853,638 reactions. Predict the reaction yield, written as a fraction of the theoretical maximum amount of product (1.0 means a 100% yield; for example, 0.34 means a 34% yield). (1) The reactants are [C:1]1([CH:7]=[CH:8][C:9](=[O:18])[CH:10]=[CH:11][C:12]2[CH:17]=[CH:16][CH:15]=[CH:14][CH:13]=2)[CH:6]=[CH:5][CH:4]=[CH:3][CH:2]=1. The catalyst is [Pd].C(OCC)(=O)C. The product is [C:12]1([CH2:11][CH2:10][C:9](=[O:18])[CH2:8][CH2:7][C:1]2[CH:2]=[CH:3][CH:4]=[CH:5][CH:6]=2)[CH:17]=[CH:16][CH:15]=[CH:14][CH:13]=1. The yield is 0.800. (2) The reactants are [CH3:1][N:2]([CH3:16])[CH2:3][CH2:4][NH:5][C:6]1[CH:15]=[CH:14][C:9]([C:10]([O:12][CH3:13])=[O:11])=[CH:8][CH:7]=1.C(=O)(OC(C)(C)C)[O:18][C:19]([O:21][C:22]([CH3:25])([CH3:24])[CH3:23])=O. The catalyst is C1COCC1. The product is [CH3:16][N:2]([CH3:1])[CH2:3][CH2:4][N:5]([C:19]([O:21][C:22]([CH3:25])([CH3:24])[CH3:23])=[O:18])[C:6]1[CH:15]=[CH:14][C:9]([C:10]([O:12][CH3:13])=[O:11])=[CH:8][CH:7]=1. The yield is 0.740. (3) The reactants are [Cl:1][C:2]1[N:7]=[C:6]([NH:8][CH3:9])[C:5]([CH2:10][NH:11][C:12]2[CH:13]=[C:14]([NH:19][C:20](=[O:31])[C:21]3[CH:26]=[CH:25][CH:24]=[C:23]([C:27]([F:30])([F:29])[F:28])[CH:22]=3)[CH:15]=[CH:16][C:17]=2[CH3:18])=[CH:4][N:3]=1.C(N(CC)CC)C.ClC(Cl)([O:42]C(=O)OC(Cl)(Cl)Cl)Cl. The catalyst is C1COCC1. The product is [Cl:1][C:2]1[N:7]=[C:6]2[NH:8][C:9](=[O:42])[N:11]([C:12]3[CH:13]=[C:14]([NH:19][C:20](=[O:31])[C:21]4[CH:26]=[CH:25][CH:24]=[C:23]([C:27]([F:28])([F:29])[F:30])[CH:22]=4)[CH:15]=[CH:16][C:17]=3[CH3:18])[CH2:10][C:5]2=[CH:4][N:3]=1. The yield is 0.710. (4) The reactants are [CH3:1][N:2]1[C:6]([CH:7]=O)=[CH:5][N:4]=[CH:3]1.[NH:9]1[CH:13]=[CH:12][CH:11]=[CH:10]1. The catalyst is C(O)(=O)CC. The product is [CH3:1][N:2]1[C:6]([C:7]2[C:13]3[NH:9][C:10]([C:7]([C:6]4[N:2]([CH3:1])[CH:3]=[N:4][CH:5]=4)=[C:10]4[N:9]=[C:13]([C:7]([C:6]5[N:2]([CH3:1])[CH:3]=[N:4][CH:5]=5)=[C:10]5[NH:9][C:13](=[C:7]([C:6]6[N:2]([CH3:1])[CH:3]=[N:4][CH:5]=6)[C:10]6[CH:11]=[CH:12][C:13]=2[N:9]=6)[CH:12]=[CH:11]5)[CH:12]=[CH:11]4)=[CH:11][CH:12]=3)=[CH:5][N:4]=[CH:3]1. The yield is 0.210. (5) The reactants are [N:1]1[O:2][N:3]=[C:4]2[CH:9]=[C:8]([C:10]([OH:12])=O)[CH:7]=[CH:6][C:5]=12.S(Cl)([Cl:15])=O.CN(C=O)C. The catalyst is C1(C)C=CC=CC=1. The product is [N:1]1[O:2][N:3]=[C:4]2[CH:9]=[C:8]([C:10]([Cl:15])=[O:12])[CH:7]=[CH:6][C:5]=12. The yield is 0.798.